This data is from hERG potassium channel inhibition data for cardiac toxicity prediction from Karim et al.. The task is: Regression/Classification. Given a drug SMILES string, predict its toxicity properties. Task type varies by dataset: regression for continuous values (e.g., LD50, hERG inhibition percentage) or binary classification for toxic/non-toxic outcomes (e.g., AMES mutagenicity, cardiotoxicity, hepatotoxicity). Dataset: herg_karim. (1) The drug is CN(C)[C@@H]1CCC[C@H]1Nc1nc(Nc2ccc(S(C)(=O)=O)cc2)ncc1C(F)(F)F. The result is 1 (blocker). (2) The drug is CC(C)CNc1nc(C#N)nc(N2CCNCC2)c1N. The result is 0 (non-blocker).